Dataset: Full USPTO retrosynthesis dataset with 1.9M reactions from patents (1976-2016). Task: Predict the reactants needed to synthesize the given product. (1) Given the product [Br:1][C:2]1[S:6][C:5]2[C:7](=[O:8])[NH:9][C:11]([CH:12]([C:18]3[CH:23]=[CH:22][CH:21]=[CH:20][CH:19]=3)[N:13]3[CH2:17][CH2:16][CH2:15][CH2:14]3)=[N:10][C:4]=2[CH:3]=1, predict the reactants needed to synthesize it. The reactants are: [Br:1][C:2]1[S:6][C:5]([C:7]([NH2:9])=[O:8])=[C:4]([NH:10][C:11](=O)[CH:12]([C:18]2[CH:23]=[CH:22][CH:21]=[CH:20][CH:19]=2)[N:13]2[CH2:17][CH2:16][CH2:15][CH2:14]2)[CH:3]=1.[OH-].[Na+]. (2) Given the product [NH2:26][C:9]1[N:8]=[C:7]([O:6][C@H:2]([CH3:1])[CH2:3][CH2:4][CH3:5])[N:15]=[C:14]2[C:10]=1[NH:11][C:12](=[O:24])[N:13]2[CH2:16][CH2:17][CH2:18][CH:19]1[CH2:23][CH2:22][O:21][CH2:20]1, predict the reactants needed to synthesize it. The reactants are: [CH3:1][C@@H:2]([O:6][C:7]1[N:15]=[C:14]2[C:10]([N:11]=[C:12]([O:24]C)[N:13]2[CH2:16][CH2:17][CH2:18][CH:19]2[CH2:23][CH2:22][O:21][CH2:20]2)=[C:9]([NH2:26])[N:8]=1)[CH2:3][CH2:4][CH3:5].Cl.O1CCOCC1. (3) Given the product [CH2:7]([O:6][C:4](=[O:5])/[C:3](/[N+:1]#[C-:2])=[CH:11]/[N:14]([CH3:16])[CH3:15])[CH3:8], predict the reactants needed to synthesize it. The reactants are: [N+:1]([CH2:3][C:4]([O:6][CH2:7][CH3:8])=[O:5])#[C-:2].CO[CH:11]([N:14]([CH3:16])[CH3:15])OC. (4) Given the product [CH2:1]([O:3][C:4]([C:6]1[CH:7]=[N:8][C:9]2[C:14]([C:15]=1[NH:19][CH2:20][CH2:21][CH2:22][CH3:23])=[CH:13][CH:12]=[CH:11][C:10]=2[O:17][CH3:18])=[O:5])[CH3:2], predict the reactants needed to synthesize it. The reactants are: [CH2:1]([O:3][C:4]([C:6]1[CH:7]=[N:8][C:9]2[C:14]([C:15]=1Cl)=[CH:13][CH:12]=[CH:11][C:10]=2[O:17][CH3:18])=[O:5])[CH3:2].[NH2:19][CH2:20][CH2:21][CH2:22][CH3:23]. (5) The reactants are: [CH3:1][O:2][C:3]([C:5]1[C:13]2[C:8](=[CH:9][C:10]([Cl:14])=[CH:11][CH:12]=2)[NH:7][C:6]=1[CH3:15])=[O:4].Br[CH:17]([CH3:19])[CH3:18].C(=O)([O-])[O-].[K+].[K+].CN(C=O)C. Given the product [CH3:1][O:2][C:3]([C:5]1[C:13]2[C:8](=[CH:9][C:10]([Cl:14])=[CH:11][CH:12]=2)[N:7]([CH:17]([CH3:19])[CH3:18])[C:6]=1[CH3:15])=[O:4], predict the reactants needed to synthesize it. (6) Given the product [OH:11][C:8]([C:6]1[CH:5]=[C:4]([N:12]2[CH2:17][CH2:16][O:15][CH2:14][C@@H:13]2[CH3:18])[N:3]=[C:2]([C:32]2[CH:33]=[CH:34][C:29]([NH:28][C:27]([NH:26][CH2:25][C:23]3[CH:22]=[N:21][N:20]([CH3:19])[CH:24]=3)=[O:44])=[CH:30][CH:31]=2)[N:7]=1)([CH3:10])[CH3:9], predict the reactants needed to synthesize it. The reactants are: Cl[C:2]1[N:7]=[C:6]([C:8]([OH:11])([CH3:10])[CH3:9])[CH:5]=[C:4]([N:12]2[CH2:17][CH2:16][O:15][CH2:14][C@@H:13]2[CH3:18])[N:3]=1.[CH3:19][N:20]1[CH:24]=[C:23]([CH2:25][NH:26][C:27](=[O:44])[NH:28][C:29]2[CH:34]=[CH:33][C:32](B3OC(C)(C)C(C)(C)O3)=[CH:31][CH:30]=2)[CH:22]=[N:21]1.C(=O)([O-])[O-].[Na+].[Na+].Cl. (7) Given the product [NH2:8][C:9]1[C:18]2[N:19]=[C:20]([CH2:29][CH2:30][CH3:31])[N:21]([CH2:22][CH2:23][CH2:24][CH2:25][N:26]([O:27][CH3:28])[C:6]([NH2:5])=[O:7])[C:17]=2[C:16]2[CH:15]=[CH:14][CH:13]=[CH:12][C:11]=2[N:10]=1, predict the reactants needed to synthesize it. The reactants are: C[Si]([N:5]=[C:6]=[O:7])(C)C.[NH2:8][C:9]1[C:18]2[N:19]=[C:20]([CH2:29][CH2:30][CH3:31])[N:21]([CH2:22][CH2:23][CH2:24][CH2:25][NH:26][O:27][CH3:28])[C:17]=2[C:16]2[CH:15]=[CH:14][CH:13]=[CH:12][C:11]=2[N:10]=1.N12CCCN=C1CCCCC2. (8) Given the product [C:31]([NH:1][C:2]1[CH:3]=[CH:4][C:5]([C:8]2[CH:16]=[CH:15][C:11]([C:12]([NH2:14])=[O:13])=[C:10]([C:17]3[CH:22]=[CH:21][C:20]([O:23][C:24]4[CH:25]=[CH:26][CH:27]=[CH:28][CH:29]=4)=[CH:19][CH:18]=3)[N:9]=2)=[CH:6][CH:7]=1)(=[O:30])[CH:32]=[CH2:33], predict the reactants needed to synthesize it. The reactants are: [NH2:1][C:2]1[CH:7]=[CH:6][C:5]([C:8]2[CH:16]=[CH:15][C:11]([C:12]([NH2:14])=[O:13])=[C:10]([C:17]3[CH:22]=[CH:21][C:20]([O:23][C:24]4[CH:29]=[CH:28][CH:27]=[CH:26][CH:25]=4)=[CH:19][CH:18]=3)[N:9]=2)=[CH:4][CH:3]=1.[O:30](C1C=CC(C2N=C(C3CCNC3)C=CC=2C(N)=O)=CC=1)[C:31]1C=CC=[CH:33][CH:32]=1. (9) Given the product [Cl:1][C:2]1[CH:21]=[C:20]([Cl:22])[CH:19]=[CH:18][C:3]=1[CH2:4][O:5][C:6]1[CH:17]=[CH:16][C:9]2[CH:10]([NH2:13])[CH2:11][O:12][C:8]=2[CH:7]=1, predict the reactants needed to synthesize it. The reactants are: [Cl:1][C:2]1[CH:21]=[C:20]([Cl:22])[CH:19]=[CH:18][C:3]=1[CH2:4][O:5][C:6]1[CH:17]=[CH:16][C:9]2[C:10](=[N:13]OC)[CH2:11][O:12][C:8]=2[CH:7]=1. (10) The reactants are: [C:1]([N:9]=[C:10]=[O:11])(=[O:8])[C:2]1[CH:7]=[CH:6][CH:5]=[CH:4][CH:3]=1.[NH2:12][CH:13]1[CH2:18][CH2:17][N:16]([C:19]([O:21][C:22]([CH3:25])([CH3:24])[CH3:23])=[O:20])[CH2:15][CH2:14]1. Given the product [C:1]([NH:9][C:10](=[O:11])[NH:12][CH:13]1[CH2:14][CH2:15][N:16]([C:19]([O:21][C:22]([CH3:25])([CH3:24])[CH3:23])=[O:20])[CH2:17][CH2:18]1)(=[O:8])[C:2]1[CH:7]=[CH:6][CH:5]=[CH:4][CH:3]=1, predict the reactants needed to synthesize it.